From a dataset of Forward reaction prediction with 1.9M reactions from USPTO patents (1976-2016). Predict the product of the given reaction. Given the reactants Cl[C:2]1[C:11]2[C:6](=[CH:7][C:8]([O:14][CH:15]3[CH2:20][CH2:19]N(C)CC3)=[C:9]([O:12][CH3:13])[CH:10]=2)[N:5]=[CH:4][N:3]=1.[CH3:22][N:23]1[C:28]2[CH:29]=[C:30]([OH:33])[CH:31]=[CH:32][C:27]=2[O:26][CH2:25][CH2:24]1, predict the reaction product. The product is: [CH3:13][O:12][C:9]1[CH:10]=[C:11]2[C:6](=[CH:7][C:8]=1[O:14][CH2:15][CH:20]1[CH2:19][CH2:22][N:23]([CH3:28])[CH2:24][CH2:25]1)[N:5]=[CH:4][N:3]=[C:2]2[O:33][C:30]1[CH:31]=[CH:32][C:27]2[O:26][CH2:25][CH2:24][N:23]([CH3:22])[C:28]=2[CH:29]=1.